From a dataset of Full USPTO retrosynthesis dataset with 1.9M reactions from patents (1976-2016). Predict the reactants needed to synthesize the given product. (1) Given the product [S:1]1[C:5]2[CH:6]=[CH:7][CH:8]=[CH:9][C:4]=2[N:3]=[C:2]1[NH:10][C:11]([C:13]1[CH:14]=[CH:15][CH:16]=[C:17]2[C:22]=1[CH2:21][N:20]([C:23]1[N:28]=[C:27]([C:29]([OH:31])=[O:30])[C:26]([CH2:36][CH2:37][CH2:38][O:39][C:40]3[CH:45]=[CH:44][C:43]([N:46]4[C:50]5=[N:51][CH:52]=[N:53][C:54]([NH:55][CH2:56][CH2:57][CH2:58][N:59]([CH3:61])[CH3:60])=[C:49]5[CH:48]=[N:47]4)=[CH:42][CH:41]=3)=[CH:25][CH:24]=1)[CH2:19][CH2:18]2)=[O:12].[C:69]([OH:75])([C:71]([F:74])([F:73])[F:72])=[O:70], predict the reactants needed to synthesize it. The reactants are: [S:1]1[C:5]2[CH:6]=[CH:7][CH:8]=[CH:9][C:4]=2[N:3]=[C:2]1[NH:10][C:11]([C:13]1[CH:14]=[CH:15][CH:16]=[C:17]2[C:22]=1[CH2:21][N:20]([C:23]1[N:28]=[C:27]([C:29]([O:31]C(C)(C)C)=[O:30])[C:26]([CH2:36][CH2:37][CH2:38][O:39][C:40]3[CH:45]=[CH:44][C:43]([N:46]4[C:50]5=[N:51][CH:52]=[N:53][C:54]([NH:55][CH2:56][CH2:57][CH2:58][N:59]([CH3:61])[CH3:60])=[C:49]5[CH:48]=[N:47]4)=[CH:42][CH:41]=3)=[CH:25][CH:24]=1)[CH2:19][CH2:18]2)=[O:12].C([SiH](CC)CC)C.[C:69]([OH:75])([C:71]([F:74])([F:73])[F:72])=[O:70]. (2) Given the product [CH3:42][N:34]([CH2:33][CH2:32][NH:31][C:20]([NH:1][C:2]1[CH:3]=[CH:4][C:5]2[O:9][CH2:8][C:7](=[O:10])[C:6]=2[CH:11]=1)=[O:22])[C:35](=[O:41])[O:36][C:37]([CH3:38])([CH3:39])[CH3:40], predict the reactants needed to synthesize it. The reactants are: [NH2:1][C:2]1[CH:3]=[CH:4][C:5]2[O:9][CH2:8][C:7](=[O:10])[C:6]=2[CH:11]=1.C(N(CC)CC)C.Cl[C:20](Cl)([O:22]C(=O)OC(Cl)(Cl)Cl)Cl.[NH2:31][CH2:32][CH2:33][N:34]([CH3:42])[C:35](=[O:41])[O:36][C:37]([CH3:40])([CH3:39])[CH3:38]. (3) Given the product [C:33]([NH:1][C@@H:2]1[CH2:11][C:10]2[N:9]=[CH:8][C:7]([NH:12][C:13](=[O:22])[C:14]3[C:19]([Cl:20])=[CH:18][CH:17]=[CH:16][C:15]=3[Cl:21])=[CH:6][C:5]=2[N:4]([S:23]([C:26]2[CH:27]=[C:28]([CH3:32])[CH:29]=[CH:30][CH:31]=2)(=[O:24])=[O:25])[CH2:3]1)(=[O:35])[CH3:34], predict the reactants needed to synthesize it. The reactants are: [NH2:1][C@@H:2]1[CH2:11][C:10]2[N:9]=[CH:8][C:7]([NH:12][C:13](=[O:22])[C:14]3[C:19]([Cl:20])=[CH:18][CH:17]=[CH:16][C:15]=3[Cl:21])=[CH:6][C:5]=2[N:4]([S:23]([C:26]2[CH:27]=[C:28]([CH3:32])[CH:29]=[CH:30][CH:31]=2)(=[O:25])=[O:24])[CH2:3]1.[C:33](OC(=O)C)(=[O:35])[CH3:34]. (4) Given the product [C:11]([NH:14][C@@H:15]([CH2:19][C:20]1[CH:21]=[CH:22][CH:23]=[CH:24][CH:25]=1)[C:16]([NH:38][C@H:39]([C:40](=[O:41])[NH:42][CH2:43][CH2:44][CH2:45][CH2:46][CH3:47])[CH2:48][C:49]1[CH:54]=[CH:53][CH:52]=[C:51]([N:55]2[CH2:59][C:58](=[O:60])[N:57]([CH2:61][C:62]3[CH:67]=[CH:66][C:65]([O:68][CH3:69])=[CH:64][CH:63]=3)[S:56]2(=[O:70])=[O:71])[CH:50]=1)=[O:17])(=[O:13])[CH3:12], predict the reactants needed to synthesize it. The reactants are: C1C=CC2N(O)N=NC=2C=1.[C:11]([NH:14][C@@H:15]([CH2:19][C:20]1[CH:25]=[CH:24][CH:23]=[CH:22][CH:21]=1)[C:16](O)=[O:17])(=[O:13])[CH3:12].CCN=C=NCCCN(C)C.Cl.[NH2:38][C@@H:39]([CH2:48][C:49]1[CH:54]=[CH:53][CH:52]=[C:51]([N:55]2[CH2:59][C:58](=[O:60])[N:57]([CH2:61][C:62]3[CH:67]=[CH:66][C:65]([O:68][CH3:69])=[CH:64][CH:63]=3)[S:56]2(=[O:71])=[O:70])[CH:50]=1)[C:40]([NH:42][CH2:43][CH2:44][CH2:45][CH2:46][CH3:47])=[O:41].